Dataset: Forward reaction prediction with 1.9M reactions from USPTO patents (1976-2016). Task: Predict the product of the given reaction. (1) The product is: [CH3:1][O:2][C:3]1[CH:4]=[CH:5][C:6]([CH2:7][NH:8][C:9]2[N:14]=[C:13]([O:15][C:16]3[CH:21]=[CH:20][C:19]([NH:22][C:37]([NH:36][C:34](=[O:35])[CH2:33][C:30]4[CH:31]=[CH:32][C:27]([F:26])=[CH:28][CH:29]=4)=[O:38])=[CH:18][C:17]=3[F:23])[CH:12]=[CH:11][N:10]=2)=[CH:24][CH:25]=1. Given the reactants [CH3:1][O:2][C:3]1[CH:25]=[CH:24][C:6]([CH2:7][NH:8][C:9]2[N:14]=[C:13]([O:15][C:16]3[CH:21]=[CH:20][C:19]([NH2:22])=[CH:18][C:17]=3[F:23])[CH:12]=[CH:11][N:10]=2)=[CH:5][CH:4]=1.[F:26][C:27]1[CH:32]=[CH:31][C:30]([CH2:33][C:34]([N:36]=[C:37]=[O:38])=[O:35])=[CH:29][CH:28]=1.COC1C=CC(CNC2N=CN=C(OC3C=CC(NC(NC(=O)CC4C=CC(F)=CC=4)=O)=CC=3F)C=2)=CC=1, predict the reaction product. (2) Given the reactants CN(C(ON1N=N[C:11]2[CH:12]=[CH:13][CH:14]=N[C:10]1=2)=[N+](C)C)C.F[P-](F)(F)(F)(F)F.[C:25]([OH:31])([C:27]([F:30])([F:29])[F:28])=[O:26].[NH:32]1[CH2:36][CH2:35][CH2:34][C@H:33]1[C:37]1[NH:38][C:39]([C:42]2[S:43][C:44]([C:47]3[S:51][C:50]([C:52]4[NH:56][C:55]([C@@H:57]5[CH2:61][CH2:60][CH2:59][NH:58]5)=[N:54][CH:53]=4)=[N:49][CH:48]=3)=[CH:45][N:46]=2)=[CH:40][N:41]=1.Cl.[CH3:63][N:64]([CH3:75])[C@H:65]([C:69]1[CH:74]=[CH:73][CH:72]=[CH:71][CH:70]=1)[C:66](O)=[O:67].C[CH2:77][N:78]([CH:82]([CH3:84])[CH3:83])[CH:79](C)C, predict the reaction product. The product is: [F:28][C:27]([F:30])([F:29])[C:25]([O-:31])=[O:26].[S:43]1[C:44]([C:47]2[S:51][C:50]([C:52]3[N:56]=[C:55]([C@@H:57]4[CH2:61][CH2:60][CH2:59][N:58]4[C:83](=[O:26])[C@@H:82]([C:84]4[CH:14]=[CH:13][CH:12]=[CH:11][CH:10]=4)[N:78]([CH3:77])[CH3:79])[NH:54][CH:53]=3)=[N:49][CH:48]=2)=[CH:45][N:46]=[C:42]1[C:39]1[N:38]=[C:37]([C@@H:33]2[CH2:34][CH2:35][CH2:36][N:32]2[C:66](=[O:67])[C@@H:65]([C:69]2[CH:74]=[CH:73][CH:72]=[CH:71][CH:70]=2)[N:64]([CH3:75])[CH3:63])[NH:41][CH:40]=1. (3) The product is: [N+:22]([C:25]1[CH:26]=[CH:27][C:28]([S:31]([NH:1][C:2]2[CH:11]=[CH:10][C:9]3[NH:8][C:7](=[O:12])[C:6]4[NH:13][CH:14]=[CH:15][C:5]=4[C:4]=3[CH:3]=2)(=[O:33])=[O:32])=[CH:29][CH:30]=1)([O-:24])=[O:23].[CH2:17]([C:19]([O-:21])=[O:20])[CH3:18]. Given the reactants [NH2:1][C:2]1[CH:11]=[CH:10][C:9]2[NH:8][C:7](=[O:12])[C:6]3[NH:13][CH:14]=[CH:15][C:5]=3[C:4]=2[CH:3]=1.Cl.[CH2:17]([C:19]([OH:21])=[O:20])[CH3:18].[N+:22]([C:25]1[CH:30]=[CH:29][C:28]([S:31](Cl)(=[O:33])=[O:32])=[CH:27][CH:26]=1)([O-:24])=[O:23], predict the reaction product. (4) The product is: [CH3:1][O:2][CH2:3][O:4][C:5]1[C:6](=[O:18])[CH:7]=[C:8]([CH3:11])[NH:9][CH:10]=1. Given the reactants [CH3:1][O:2][CH2:3][O:4][C:5]1[C:6](B(O)O)=[CH:7][C:8]([CH3:11])=[N:9][CH:10]=1.OO.S(OOS([O-])(=O)=O)([O-])(=O)=[O:18].[Na+].[Na+], predict the reaction product. (5) The product is: [Cl:10][C:5]1[CH:4]=[CH:3][C:2]([CH:19]=[O:20])=[CH:7][C:6]=1[O:8][CH3:9]. Given the reactants Br[C:2]1[CH:3]=[CH:4][C:5]([Cl:10])=[C:6]([O:8][CH3:9])[CH:7]=1.C([Li])CCC.CN([CH:19]=[O:20])C.C(=O)(O)[O-].[Na+], predict the reaction product. (6) Given the reactants [N+:1]([C:4]1[CH:11]=[CH:10][C:7]([CH2:8]Br)=[CH:6][CH:5]=1)([O-:3])=[O:2].[C:12]([O:16][C:17](=[O:20])[NH:18][NH2:19])([CH3:15])([CH3:14])[CH3:13].C(=O)([O-])[O-].[K+].[K+], predict the reaction product. The product is: [C:12]([O:16][C:17]([NH:18][NH:19][CH2:8][C:7]1[CH:10]=[CH:11][C:4]([N+:1]([O-:3])=[O:2])=[CH:5][CH:6]=1)=[O:20])([CH3:15])([CH3:14])[CH3:13]. (7) Given the reactants Cl[C:2]1[C:11]([Cl:12])=[CH:10][C:9]2[C:4](=[CH:5][CH:6]=[C:7]([O:13][CH3:14])[CH:8]=2)[N:3]=1.B([C:18]1[CH:26]=[CH:25][C:21]([C:22]([OH:24])=[O:23])=[CH:20][CH:19]=1)(O)O, predict the reaction product. The product is: [Cl:12][C:11]1[C:2]([C:18]2[CH:26]=[CH:25][C:21]([C:22]([OH:24])=[O:23])=[CH:20][CH:19]=2)=[N:3][C:4]2[C:9]([CH:10]=1)=[CH:8][C:7]([O:13][CH3:14])=[CH:6][CH:5]=2. (8) Given the reactants C1C=CC=CC=1.[Br:7]Br.P(Br)(Br)Br.[C:13]1(=[O:20])[NH:19][CH2:18][CH2:17][CH2:16][CH2:15][CH2:14]1, predict the reaction product. The product is: [Br:7][CH:14]1[CH2:15][CH2:16][CH2:17][CH2:18][NH:19][C:13]1=[O:20]. (9) Given the reactants C(NC(C)C)(C)C.C([Li])CCC.[CH3:13][O:14][C:15](=[O:27])[CH2:16][C:17]1[CH:22]=[CH:21][C:20]([S:23]([CH3:26])(=[O:25])=[O:24])=[CH:19][CH:18]=1.I[CH2:29][CH:30]1[CH2:34][CH2:33][CH:32]([O:35][CH:36]2[CH2:41][CH2:40][CH2:39][CH2:38][O:37]2)[CH2:31]1, predict the reaction product. The product is: [CH3:13][O:14][C:15](=[O:27])[CH:16]([C:17]1[CH:18]=[CH:19][C:20]([S:23]([CH3:26])(=[O:24])=[O:25])=[CH:21][CH:22]=1)[CH2:29][CH:30]1[CH2:34][CH2:33][CH:32]([O:35][CH:36]2[CH2:41][CH2:40][CH2:39][CH2:38][O:37]2)[CH2:31]1. (10) Given the reactants Br[CH2:2][C:3]1[C:4]2[CH:19]=[C:18]([O:20][CH3:21])[C:17]([O:22][CH3:23])=[CH:16][C:5]=2[S:6][C:7]=1[C:8]([N:10]1[CH2:15][CH2:14][O:13][CH2:12][CH2:11]1)=[O:9].[Cu][C:25]#[N:26].O, predict the reaction product. The product is: [CH3:21][O:20][C:18]1[C:17]([O:22][CH3:23])=[CH:16][C:5]2[S:6][C:7]([C:8]([N:10]3[CH2:15][CH2:14][O:13][CH2:12][CH2:11]3)=[O:9])=[C:3]([CH3:2])[C:4]=2[C:19]=1[C:25]#[N:26].